From a dataset of Peptide-MHC class II binding affinity with 134,281 pairs from IEDB. Regression. Given a peptide amino acid sequence and an MHC pseudo amino acid sequence, predict their binding affinity value. This is MHC class II binding data. (1) The peptide sequence is LEDARRLKAIYEK. The MHC is DRB1_0301 with pseudo-sequence DRB1_0301. The binding affinity (normalized) is 0. (2) The peptide sequence is GSCVYNMMGKREKKLGE. The MHC is DRB1_0405 with pseudo-sequence DRB1_0405. The binding affinity (normalized) is 0.333. (3) The peptide sequence is DTAGWDTRITEADLD. The MHC is DRB3_0301 with pseudo-sequence DRB3_0301. The binding affinity (normalized) is 0. (4) The MHC is DRB1_0101 with pseudo-sequence DRB1_0101. The binding affinity (normalized) is 0.0793. The peptide sequence is CGMFTNRSGSQQW.